Dataset: Full USPTO retrosynthesis dataset with 1.9M reactions from patents (1976-2016). Task: Predict the reactants needed to synthesize the given product. (1) The reactants are: [C:1]([O:5][C:6]([NH:8][CH:9]([C:11]1[C:12]([O:29][CH3:30])=[C:13]([CH:19]([CH2:25][N+:26]([O-])=O)[CH2:20][C:21]([O:23]C)=O)[C:14]([CH3:18])=[C:15]([Cl:17])[CH:16]=1)[CH3:10])=[O:7])([CH3:4])([CH3:3])[CH3:2].[BH4-].[Na+]. Given the product [C:1]([O:5][C:6](=[O:7])[NH:8][CH:9]([C:11]1[CH:16]=[C:15]([Cl:17])[C:14]([CH3:18])=[C:13]([CH:19]2[CH2:20][C:21](=[O:23])[NH:26][CH2:25]2)[C:12]=1[O:29][CH3:30])[CH3:10])([CH3:3])([CH3:4])[CH3:2], predict the reactants needed to synthesize it. (2) The reactants are: [CH:1]1([C:4]([N:6]2[CH2:10][CH2:9][C@@H:8]([CH2:11][NH2:12])[CH2:7]2)=[O:5])[CH2:3][CH2:2]1.Cl[C:14]1[C:21]([N+:22]([O-:24])=[O:23])=[CH:20][CH:19]=[CH:18][C:15]=1[C:16]#[N:17].CCN(C(C)C)C(C)C. Given the product [CH:1]1([C:4]([N:6]2[CH2:10][CH2:9][C@@H:8]([CH2:11][NH:12][C:14]3[C:21]([N+:22]([O-:24])=[O:23])=[CH:20][CH:19]=[CH:18][C:15]=3[C:16]#[N:17])[CH2:7]2)=[O:5])[CH2:2][CH2:3]1, predict the reactants needed to synthesize it. (3) Given the product [S:16]([NH:1][C:2]1[CH:9]=[CH:8][CH:7]=[C:6](/[CH:10]=[CH:11]/[CH2:12][O:13][CH3:14])[C:3]=1[C:4]#[N:5])(=[O:18])(=[O:17])[NH2:15], predict the reactants needed to synthesize it. The reactants are: [NH2:1][C:2]1[CH:9]=[CH:8][CH:7]=[C:6](/[CH:10]=[CH:11]/[CH2:12][O:13][CH3:14])[C:3]=1[C:4]#[N:5].[NH2:15][S:16](Cl)(=[O:18])=[O:17]. (4) Given the product [CH3:13][C:12]1([CH3:14])[C:8]([CH3:7])([CH3:25])[O:9][B:10]([C:15]2[CH:16]=[C:17]([CH2:18][OH:19])[CH:22]=[CH:23][CH:24]=2)[O:11]1, predict the reactants needed to synthesize it. The reactants are: [H-].[H-].[H-].[H-].[Li+].[Al+3].[CH3:7][C:8]1([CH3:25])[C:12]([CH3:14])([CH3:13])[O:11][B:10]([C:15]2[CH:16]=[C:17]([CH:22]=[CH:23][CH:24]=2)[C:18](OC)=[O:19])[O:9]1.O. (5) Given the product [NH2:17][C:16]1[C:11]([NH:10][C:3]2[C:2]([CH3:1])=[CH:7][C:6]([CH3:8])=[CH:5][C:4]=2[CH3:9])=[N:12][C:13]([NH:20][C:21]2[CH:28]=[CH:27][C:24]([C:25]#[N:26])=[CH:23][CH:22]=2)=[N:14][CH:15]=1, predict the reactants needed to synthesize it. The reactants are: [CH3:1][C:2]1[CH:7]=[C:6]([CH3:8])[CH:5]=[C:4]([CH3:9])[C:3]=1[NH:10][C:11]1[C:16]([N+:17]([O-])=O)=[CH:15][N:14]=[C:13]([NH:20][C:21]2[CH:28]=[CH:27][C:24]([C:25]#[N:26])=[CH:23][CH:22]=2)[N:12]=1.NN. (6) Given the product [C:1]([O:5][C:6]([N:8]1[C@@H:12]([CH2:13][C:14]2[CH:19]=[CH:18][C:17]([O:20][CH2:32][C:33]3[CH:38]=[CH:37][CH:36]=[CH:35][CH:34]=3)=[C:16]([N+:21]([O-:23])=[O:22])[CH:15]=2)[CH2:11][O:10][C:9]1([CH3:25])[CH3:24])=[O:7])([CH3:4])([CH3:2])[CH3:3], predict the reactants needed to synthesize it. The reactants are: [C:1]([O:5][C:6]([N:8]1[C@@H:12]([CH2:13][C:14]2[CH:19]=[CH:18][C:17]([OH:20])=[C:16]([N+:21]([O-:23])=[O:22])[CH:15]=2)[CH2:11][O:10][C:9]1([CH3:25])[CH3:24])=[O:7])([CH3:4])([CH3:3])[CH3:2].C(=O)([O-])[O-].[K+].[K+].[CH2:32](Br)[C:33]1[CH:38]=[CH:37][CH:36]=[CH:35][CH:34]=1.CN(C)C=O. (7) Given the product [C:21]([O:25][CH2:2][C:3]1[CH:8]=[CH:7][CH:6]=[C:5]([C:9]2[CH:14]=[CH:13][CH:12]=[CH:11][CH:10]=2)[CH:4]=1)(=[O:24])[CH:22]=[CH2:23], predict the reactants needed to synthesize it. The reactants are: Br[CH2:2][C:3]1[CH:4]=[C:5]([C:9]2[CH:14]=[CH:13][CH:12]=[CH:11][CH:10]=2)[CH:6]=[CH:7][CH:8]=1.C(=O)([O-])[O-].[K+].[K+].[C:21]([OH:25])(=[O:24])[CH:22]=[CH2:23].C(=O)=O. (8) Given the product [F:1][C:2]([F:20])([F:19])[C:3]([CH:6]1[CH2:11][CH2:10][CH2:9][CH2:8][CH:7]1[C:12]1[CH:17]=[CH:16][CH:15]=[CH:14][CH:13]=1)([OH:18])[CH:4]=[N:21][C:22]1[CH:31]=[CH:30][CH:29]=[C:28]2[C:23]=1[CH:24]=[N:25][C:26]([CH3:32])=[N:27]2, predict the reactants needed to synthesize it. The reactants are: [F:1][C:2]([F:20])([F:19])[C:3]([OH:18])([CH:6]1[CH2:11][CH2:10][CH2:9][CH2:8][CH:7]1[C:12]1[CH:17]=[CH:16][CH:15]=[CH:14][CH:13]=1)[CH:4]=O.[NH2:21][C:22]1[CH:31]=[CH:30][CH:29]=[C:28]2[C:23]=1[CH:24]=[N:25][C:26]([CH3:32])=[N:27]2.O.